This data is from Catalyst prediction with 721,799 reactions and 888 catalyst types from USPTO. The task is: Predict which catalyst facilitates the given reaction. Reactant: Cl[C:2]1[C:7]([N+:8]([O-:10])=[O:9])=[CH:6][CH:5]=[C:4]([O:11][CH3:12])[N:3]=1.[CH3:13][S-:14].[Na+]. Product: [CH3:12][O:11][C:4]1[N:3]=[C:2]([S:14][CH3:13])[C:7]([N+:8]([O-:10])=[O:9])=[CH:6][CH:5]=1. The catalyst class is: 5.